From a dataset of Peptide-MHC class I binding affinity with 185,985 pairs from IEDB/IMGT. Regression. Given a peptide amino acid sequence and an MHC pseudo amino acid sequence, predict their binding affinity value. This is MHC class I binding data. (1) The peptide sequence is TSLNFYRL. The MHC is H-2-Kb with pseudo-sequence H-2-Kb. The binding affinity (normalized) is 0.893. (2) The peptide sequence is TVNPIVTEK. The MHC is HLA-A03:01 with pseudo-sequence HLA-A03:01. The binding affinity (normalized) is 0.706. (3) The peptide sequence is IAFGFSQL. The MHC is H-2-Kb with pseudo-sequence H-2-Kb. The binding affinity (normalized) is 1.00. (4) The peptide sequence is SMLTNAISSR. The MHC is HLA-A03:01 with pseudo-sequence HLA-A03:01. The binding affinity (normalized) is 0.425.